From a dataset of Full USPTO retrosynthesis dataset with 1.9M reactions from patents (1976-2016). Predict the reactants needed to synthesize the given product. (1) The reactants are: [CH3:1][NH:2][C:3]1[C:4]([NH2:12])=[CH:5][C:6]([N+:9]([O-:11])=[O:10])=[CH:7][CH:8]=1.Cl.[N:14]([O-])=O.[Na+].[OH-].[K+]. Given the product [CH3:1][N:2]1[C:3]2[CH:8]=[CH:7][C:6]([N+:9]([O-:11])=[O:10])=[CH:5][C:4]=2[N:12]=[N:14]1, predict the reactants needed to synthesize it. (2) Given the product [Br:2][C:3]1[CH:8]=[CH:7][CH:6]=[C:5]([CH3:10])[C:4]=1[Cl:11], predict the reactants needed to synthesize it. The reactants are: Cl.[Br:2][C:3]1[CH:8]=[CH:7][C:6](N)=[C:5]([CH3:10])[C:4]=1[Cl:11].N([O-])=O.[Na+]. (3) Given the product [CH2:17]([CH:16]([C:15]1[C:10]2[N:11]([C:7]([C:6]3[S:5][C:4]([N:23]4[CH2:28][CH2:27][O:26][CH2:25][CH2:24]4)=[N:3][C:2]=3[C:29]3[CH:34]=[CH:33][CH:32]=[CH:31][CH:30]=3)=[C:8]([CH3:22])[N:9]=2)[N:12]=[C:13]([CH3:21])[CH:14]=1)[CH2:19][CH3:20])[CH3:18], predict the reactants needed to synthesize it. The reactants are: Br[C:2]1[N:3]=[C:4]([N:23]2[CH2:28][CH2:27][O:26][CH2:25][CH2:24]2)[S:5][C:6]=1[C:7]1[N:11]2[N:12]=[C:13]([CH3:21])[CH:14]=[C:15]([CH:16]([CH2:19][CH3:20])[CH2:17][CH3:18])[C:10]2=[N:9][C:8]=1[CH3:22].[C:29]1(B(O)O)[CH:34]=[CH:33][CH:32]=[CH:31][CH:30]=1.C(Cl)Cl.O.